This data is from Forward reaction prediction with 1.9M reactions from USPTO patents (1976-2016). The task is: Predict the product of the given reaction. Given the reactants [CH3:1][N:2]1[C:6](OS(C2C=CC(C)=CC=2)(=O)=O)=[CH:5][C:4]([C:18]2[CH:23]=[CH:22][CH:21]=[CH:20][CH:19]=2)=[N:3]1.[CH2:24]([C:29]1[CH:34]=[CH:33][CH:32]=[CH:31][CH:30]=1)[CH2:25][CH2:26][C:27]#[CH:28], predict the reaction product. The product is: [CH3:1][N:2]1[C:6]([C:28]#[C:27][CH2:26][CH2:25][CH2:24][C:29]2[CH:34]=[CH:33][CH:32]=[CH:31][CH:30]=2)=[CH:5][C:4]([C:18]2[CH:19]=[CH:20][CH:21]=[CH:22][CH:23]=2)=[N:3]1.